Regression/Classification. Given a drug SMILES string, predict its toxicity properties. Task type varies by dataset: regression for continuous values (e.g., LD50, hERG inhibition percentage) or binary classification for toxic/non-toxic outcomes (e.g., AMES mutagenicity, cardiotoxicity, hepatotoxicity). Dataset: herg_karim. From a dataset of hERG potassium channel inhibition data for cardiac toxicity prediction from Karim et al.. (1) The molecule is Cc1ncoc1-c1nnc(SCCCN2CC3CC3(c3ccc(OC(F)(F)F)cc3)C2)n1C. The result is 1 (blocker). (2) The result is 1 (blocker). The molecule is O=C1OCc2cc(CCC3(O)CCN(C(=O)Cc4ccc(-n5cnnn5)cc4)CC3)ccc21. (3) The molecule is COc1cc2c(Oc3ccc(NC(=O)C4(C(=O)Nc5ccc(F)cc5)CC4)cc3F)ccnc2cc1OCCCN1CCOCC1. The result is 0 (non-blocker). (4) The drug is Cc1c([C@@H](O)CN2CCC3(CC2)CN(c2ccns2)C(=O)O3)ccc2c1COC2=O. The result is 0 (non-blocker). (5) The drug is CC1CN(c2ccc(C(=O)Nc3ccccc3N)cn2)CCN1C(=O)OCc1ccccc1. The result is 0 (non-blocker). (6) The molecule is COc1ccc(C2CN(CCCN(C)S(C)(=O)=O)CC2CC(=O)Nc2cccc(Cl)c2)cc1. The result is 1 (blocker).